This data is from Catalyst prediction with 721,799 reactions and 888 catalyst types from USPTO. The task is: Predict which catalyst facilitates the given reaction. (1) Reactant: [CH3:1][O:2][C:3]1[CH:12]=[C:11]([N:13]2[C@H:17]([CH3:18])[CH2:16][O:15][C:14]2=[O:19])[CH:10]=[CH:9][C:4]=1[C:5]([O:7]C)=[O:6].[OH-].[Na+].Cl. Product: [CH3:1][O:2][C:3]1[CH:12]=[C:11]([N:13]2[C@H:17]([CH3:18])[CH2:16][O:15][C:14]2=[O:19])[CH:10]=[CH:9][C:4]=1[C:5]([OH:7])=[O:6]. The catalyst class is: 111. (2) Reactant: C(OP([CH2:9][C:10]1[CH:15]=[CH:14][CH:13]=[CH:12][C:11]=1[O:16][CH:17]1[CH2:21][CH2:20][CH2:19][CH2:18]1)(=O)OCC)C.CC(C)([O-])C.[K+].[CH3:28][O:29][C:30]1[C:35]([CH2:36][N:37]2[CH2:42][CH2:41][CH:40]([CH:43]=O)[CH2:39][CH2:38]2)=[CH:34][CH:33]=[CH:32][N:31]=1. Product: [CH3:28][O:29][C:30]1[C:35]([CH2:36][N:37]2[CH2:42][CH2:41][CH:40](/[CH:43]=[CH:9]/[C:10]3[CH:15]=[CH:14][CH:13]=[CH:12][C:11]=3[O:16][CH:17]3[CH2:18][CH2:19][CH2:20][CH2:21]3)[CH2:39][CH2:38]2)=[CH:34][CH:33]=[CH:32][N:31]=1. The catalyst class is: 7. (3) Reactant: [CH3:1][O:2][C:3](=[O:36])[C@H:4]([CH2:16][C:17]1[CH:22]=[CH:21][C:20]([NH:23][C:24](=[O:35])[C:25]2[CH:30]=[C:29]([N:31]([CH3:33])[CH3:32])[CH:28]=[CH:27][C:26]=2[NH2:34])=[CH:19][CH:18]=1)[NH:5][C:6](=[O:15])[C:7]1[C:12]([Cl:13])=[CH:11][CH:10]=[CH:9][C:8]=1[Cl:14].[C:37](N1C=CN=C1)(N1C=CN=C1)=[O:38]. Product: [CH3:1][O:2][C:3](=[O:36])[C@H:4]([CH2:16][C:17]1[CH:18]=[CH:19][C:20]([N:23]2[C:24](=[O:35])[C:25]3[C:26](=[CH:27][CH:28]=[C:29]([N:31]([CH3:32])[CH3:33])[CH:30]=3)[NH:34][C:37]2=[O:38])=[CH:21][CH:22]=1)[NH:5][C:6](=[O:15])[C:7]1[C:12]([Cl:13])=[CH:11][CH:10]=[CH:9][C:8]=1[Cl:14]. The catalyst class is: 10. (4) Reactant: C[O:2][C:3]1(OC)[CH2:9][CH2:8][CH2:7][CH2:6][CH:5]([C:10](=[O:16])[C:11]([O:13][CH2:14][CH3:15])=[O:12])[C:4]1=O.Cl.[NH2:21]O. Product: [O:2]=[C:3]1[C:4]2=[N:21][O:16][C:10]([C:11]([O:13][CH2:14][CH3:15])=[O:12])=[C:5]2[CH2:6][CH2:7][CH2:8][CH2:9]1. The catalyst class is: 14.